Dataset: Reaction yield outcomes from USPTO patents with 853,638 reactions. Task: Predict the reaction yield, written as a fraction of the theoretical maximum amount of product (1.0 means a 100% yield; for example, 0.34 means a 34% yield). (1) The reactants are [Br:1][C:2]1[CH:3]=[CH:4][C:5]([O:18][CH3:19])=[C:6]([CH:8]([C:10]2[C:15]([Cl:16])=[N:14][C:13]([Cl:17])=[CH:12][N:11]=2)[OH:9])[CH:7]=1.CC(C)=O.OS(O)(=O)=O.O=[Cr](=O)=O. The catalyst is CC(C)=O. The product is [Br:1][C:2]1[CH:3]=[CH:4][C:5]([O:18][CH3:19])=[C:6]([C:8]([C:10]2[C:15]([Cl:16])=[N:14][C:13]([Cl:17])=[CH:12][N:11]=2)=[O:9])[CH:7]=1. The yield is 0.880. (2) The reactants are [CH3:1][C:2]1[CH:7]=[C:6]([C:8]2[C:16]3[C:11](=[CH:12][C:13]([NH:27]C(=O)C)=[C:14]([CH2:17][NH:18][C@@H:19]([C:21]4[CH:26]=[CH:25][CH:24]=[CH:23][CH:22]=4)[CH3:20])[CH:15]=3)[N:10](C(C3C=CC=CC=3)(C3C=CC=CC=3)C3C=CC=CC=3)[N:9]=2)[CH:5]=[CH:4][N:3]=1.C([O-])([O-])=O.[K+].[K+]. The catalyst is Cl. The product is [CH3:1][C:2]1[CH:7]=[C:6]([C:8]2[C:16]3[C:11](=[CH:12][C:13]([NH2:27])=[C:14]([CH2:17][NH:18][C@@H:19]([C:21]4[CH:26]=[CH:25][CH:24]=[CH:23][CH:22]=4)[CH3:20])[CH:15]=3)[NH:10][N:9]=2)[CH:5]=[CH:4][N:3]=1. The yield is 0.850. (3) The reactants are [C:1]([OH:4])(=[O:3])[CH3:2].C(N(CC)C(C)C)(C)C.Cl[CH2:15][C:16]([C:18]1[CH:19]=[N:20][C:21]2[C:26]([C:27]=1[Cl:28])=[N:25][C:24]([Cl:29])=[CH:23][CH:22]=2)=[O:17]. The catalyst is CC(C)=O. The product is [C:1]([O:4][CH2:15][C:16]([C:18]1[CH:19]=[N:20][C:21]2[C:26]([C:27]=1[Cl:28])=[N:25][C:24]([Cl:29])=[CH:23][CH:22]=2)=[O:17])(=[O:3])[CH3:2]. The yield is 0.420. (4) The reactants are [Br:1][C:2]1[CH:7]=[CH:6][C:5]([C:8]([NH2:11])([CH3:10])[CH3:9])=[C:4]([F:12])[CH:3]=1.C(=O)(O)[O-].[Na+].O.C1COCC1.[C:24]([C:28]1[CH:36]=[CH:35][C:31]([C:32](Cl)=[O:33])=[CH:30][CH:29]=1)([CH3:27])([CH3:26])[CH3:25]. No catalyst specified. The product is [Br:1][C:2]1[CH:7]=[CH:6][C:5]([C:8]([NH:11][C:32](=[O:33])[C:31]2[CH:35]=[CH:36][C:28]([C:24]([CH3:26])([CH3:25])[CH3:27])=[CH:29][CH:30]=2)([CH3:10])[CH3:9])=[C:4]([F:12])[CH:3]=1. The yield is 0.720. (5) The reactants are Br[C:2]1[CH:3]=[C:4]([CH:15]=[CH:16][C:17]=1[O:18][CH3:19])[CH2:5][N:6]1[C:10]2[CH:11]=[CH:12][CH:13]=[CH:14][C:9]=2[N:8]=[N:7]1.[N+:20]([C:23]1[CH:24]=[C:25](B(O)O)[CH:26]=[CH:27][CH:28]=1)([O-:22])=[O:21].C1(P(C2C=CC=CC=2)C2C=CC=CC=2)C=CC=CC=1.C(=O)([O-])[O-].[Na+].[Na+]. The catalyst is CN(C)C=O.C(=CC(C=CC1C=CC=CC=1)=O)C1C=CC=CC=1.C(=CC(C=CC1C=CC=CC=1)=O)C1C=CC=CC=1.[Pd]. The product is [CH3:19][O:18][C:17]1[C:2]([C:27]2[CH:26]=[CH:25][CH:24]=[C:23]([N+:20]([O-:22])=[O:21])[CH:28]=2)=[CH:3][C:4]([CH2:5][N:6]2[C:10]3[CH:11]=[CH:12][CH:13]=[CH:14][C:9]=3[N:8]=[N:7]2)=[CH:15][CH:16]=1. The yield is 0.390. (6) The reactants are Cl[C:2]1[CH:7]=[N:6][CH:5]=[C:4]([Cl:8])[N:3]=1.[F:9][C:10]1[CH:15]=[CH:14][CH:13]=[CH:12][C:11]=1[OH:16].CCOC(C)=O. The catalyst is C1CCCCC1. The product is [Cl:8][C:4]1[CH:5]=[N:6][CH:7]=[C:2]([O:16][C:11]2[CH:12]=[CH:13][CH:14]=[CH:15][C:10]=2[F:9])[N:3]=1. The yield is 0.800.